This data is from Full USPTO retrosynthesis dataset with 1.9M reactions from patents (1976-2016). The task is: Predict the reactants needed to synthesize the given product. (1) Given the product [OH:52][C@@H:51]([C:53]1[CH:7]=[C:2]([F:1])[C:3]([C:11]2[N:16]=[C:15]([C:17]([NH:19][C:20]3[CH:21]=[N:22][CH:23]=[CH:24][C:25]=3[C@@H:26]3[CH2:31][C@H:30]([CH3:32])[CH2:29][C@H:28]([NH:33][C:34](=[O:40])[O:35][C:36]([CH3:39])([CH3:38])[CH3:37])[CH2:27]3)=[O:18])[CH:14]=[CH:13][C:12]=2[F:41])=[C:4]([F:10])[CH:5]=1)[CH2:50][OH:46].[OH:54][C@H:8]([C:6]1[CH:7]=[C:2]([F:1])[C:3]([C:11]2[N:16]=[C:15]([C:17]([NH:19][C:20]3[CH:21]=[N:22][CH:23]=[CH:24][C:25]=3[C@@H:26]3[CH2:31][C@H:30]([CH3:32])[CH2:29][C@H:28]([NH:33][C:34](=[O:40])[O:35][C:36]([CH3:39])([CH3:38])[CH3:37])[CH2:27]3)=[O:18])[CH:14]=[CH:13][C:12]=2[F:41])=[C:4]([F:10])[CH:5]=1)[CH2:9][OH:46], predict the reactants needed to synthesize it. The reactants are: [F:1][C:2]1[CH:7]=[C:6]([CH:8]=[CH2:9])[CH:5]=[C:4]([F:10])[C:3]=1[C:11]1[N:16]=[C:15]([C:17]([NH:19][C:20]2[CH:21]=[N:22][CH:23]=[CH:24][C:25]=2[C@@H:26]2[CH2:31][C@H:30]([CH3:32])[CH2:29][C@H:28]([NH:33][C:34](=[O:40])[O:35][C:36]([CH3:39])([CH3:38])[CH3:37])[CH2:27]2)=[O:18])[CH:14]=[CH:13][C:12]=1[F:41].C[N+]1([O-])CC[O:46]CC1.[CH3:50][C:51]([CH3:53])=[O:52].[OH2:54]. (2) The reactants are: [Br:1][C:2]1[CH:7]=[CH:6][C:5](I)=[CH:4][CH:3]=1.P([O-])([O-])([O-])=O.[K+].[K+].[K+].C(O)CO.[CH3:21][CH:22]1[CH2:27][CH2:26][N:25]([CH:28]2[CH2:33][CH2:32][CH2:31][NH:30][CH2:29]2)[CH2:24][CH2:23]1. Given the product [Br:1][C:2]1[CH:7]=[CH:6][C:5]([N:30]2[CH2:31][CH2:32][CH2:33][CH:28]([N:25]3[CH2:24][CH2:23][CH:22]([CH3:21])[CH2:27][CH2:26]3)[CH2:29]2)=[CH:4][CH:3]=1, predict the reactants needed to synthesize it. (3) Given the product [CH:1]1([NH:4][CH:7]([C:12]2[C:13](=[O:21])[C:14]([OH:20])=[C:15]([CH2:18][CH3:19])[NH:16][CH:17]=2)[C:8]([F:9])([F:11])[F:10])[CH2:3][CH2:2]1, predict the reactants needed to synthesize it. The reactants are: [CH:1]1([NH2:4])[CH2:3][CH2:2]1.Cl.Cl[CH:7]([C:12]1[C:13](=[O:21])[C:14]([OH:20])=[C:15]([CH2:18][CH3:19])[NH:16][CH:17]=1)[C:8]([F:11])([F:10])[F:9]. (4) Given the product [CH3:21][O:20][C:11]1[CH:12]=[CH:13][C:14]([C:16]([F:19])([F:18])[F:17])=[CH:15][C:10]=1[C:6]1[C:5]2[N:4]([N:3]=[C:2]([NH:36][C:32]3[CH:33]=[CH:34][CH:35]=[C:30]([N:27]4[CH2:26][CH2:25][N:24]([CH3:23])[CH2:29][CH2:28]4)[CH:31]=3)[N:22]=2)[CH:9]=[CH:8][CH:7]=1, predict the reactants needed to synthesize it. The reactants are: Cl[C:2]1[N:22]=[C:5]2[C:6]([C:10]3[CH:15]=[C:14]([C:16]([F:19])([F:18])[F:17])[CH:13]=[CH:12][C:11]=3[O:20][CH3:21])=[CH:7][CH:8]=[CH:9][N:4]2[N:3]=1.[CH3:23][N:24]1[CH2:29][CH2:28][N:27]([C:30]2[CH:31]=[C:32]([NH2:36])[CH:33]=[CH:34][CH:35]=2)[CH2:26][CH2:25]1. (5) Given the product [OH:10][C:9]1[CH:8]=[C:7]([CH3:11])[NH:6][C:5](=[O:12])[C:4]=1[C:1](=[O:3])[CH:2]=[CH:22][C:21]1[CH:24]=[CH:25][CH:26]=[C:19]([N:18]2[CH2:17][CH2:16][O:15][C:14]2=[O:13])[CH:20]=1, predict the reactants needed to synthesize it. The reactants are: [C:1]([C:4]1[C:5](=[O:12])[NH:6][C:7]([CH3:11])=[CH:8][C:9]=1[OH:10])(=[O:3])[CH3:2].[O:13]=[C:14]1[N:18]([C:19]2[CH:20]=[C:21]([CH:24]=[CH:25][CH:26]=2)[CH:22]=O)[CH2:17][CH2:16][O:15]1. (6) Given the product [CH3:1][O:2][C:3]([C:5]1[CH:9]=[C:8]([O:10][CH2:24][C:14]2[C:15]([C:18]3[CH:23]=[CH:22][CH:21]=[CH:20][N:19]=3)=[N:16][O:17][C:13]=2[CH3:12])[N:7]([CH3:11])[N:6]=1)=[O:4], predict the reactants needed to synthesize it. The reactants are: [CH3:1][O:2][C:3]([C:5]1[CH:9]=[C:8]([OH:10])[N:7]([CH3:11])[N:6]=1)=[O:4].[CH3:12][C:13]1[O:17][N:16]=[C:15]([C:18]2[CH:23]=[CH:22][CH:21]=[CH:20][N:19]=2)[C:14]=1[CH2:24]O.C1(P(C2C=CC=CC=2)C2C=CC=CC=2)C=CC=CC=1.N(C(OCC)=O)=NC(OCC)=O.